From a dataset of Forward reaction prediction with 1.9M reactions from USPTO patents (1976-2016). Predict the product of the given reaction. (1) The product is: [OH:8][CH2:7][C@H:11]1[C@@H:17]([C:18]2[CH:19]=[CH:20][C:21]([F:24])=[CH:22][CH:23]=2)[CH2:16][C@H:15]2[N:25]([CH3:26])[C@@H:12]1[CH2:13][CH2:14]2. Given the reactants [H-].[Al+3].[Li+].[H-].[H-].[H-].[C:7]([C@H:11]1[C@@H:17]([C:18]2[CH:23]=[CH:22][C:21]([F:24])=[CH:20][CH:19]=2)[CH2:16][C@H:15]2[N:25]([CH3:26])[C@@H:12]1[CH2:13][CH2:14]2)(OC)=[O:8], predict the reaction product. (2) Given the reactants [F:1][C:2]1[CH:7]=[CH:6][C:5]([CH2:8][OH:9])=[CH:4][C:3]=1[O:10][CH3:11], predict the reaction product. The product is: [F:1][C:2]1[CH:7]=[CH:6][C:5]([CH:8]=[O:9])=[CH:4][C:3]=1[O:10][CH3:11]. (3) Given the reactants Cl[C:2]1[C:3]2[C:10]3[CH2:11][CH2:12][CH:13]([C:15]([NH:17][CH:18]([CH3:20])[CH3:19])=[O:16])[CH2:14][C:9]=3[S:8][C:4]=2[N:5]=[CH:6][N:7]=1.[NH2:21][C:22]1[C:31]([O:32][CH3:33])=[CH:30][C:25]2[NH:26][C:27](=[O:29])[S:28][C:24]=2[CH:23]=1, predict the reaction product. The product is: [CH3:33][O:32][C:31]1[C:22]([NH:21][C:2]2[C:3]3[C:10]4[CH2:11][CH2:12][CH:13]([C:15]([NH:17][CH:18]([CH3:20])[CH3:19])=[O:16])[CH2:14][C:9]=4[S:8][C:4]=3[N:5]=[CH:6][N:7]=2)=[CH:23][C:24]2[S:28][C:27](=[O:29])[NH:26][C:25]=2[CH:30]=1. (4) Given the reactants C(OC([NH:8][C:9]1[C:10]([N:27]2[CH2:32][CH2:31][CH2:30][C@H:29]([NH:33][C:34](=[O:40])[O:35][C:36](C)(C)[CH3:37])[CH2:28]2)=[C:11]2[CH:17]=[N:16][N:15]([CH2:18][C:19]3[CH:24]=[CH:23][C:22]([O:25][CH3:26])=[CH:21][CH:20]=3)[C:12]2=[N:13][CH:14]=1)=O)(C)(C)C.Cl.O1CCO[CH2:44][CH2:43]1.C(OC(OC(C)(C)C)=O)(OC(C)(C)C)=O.C(N(CC)CC)C, predict the reaction product. The product is: [NH2:8][C:9]1[C:10]([N:27]2[CH2:32][CH2:31][CH2:30][C@H:29]([NH:33][C:34](=[O:40])[O:35][CH2:36][CH2:37][CH2:43][CH3:44])[CH2:28]2)=[C:11]2[CH:17]=[N:16][N:15]([CH2:18][C:19]3[CH:20]=[CH:21][C:22]([O:25][CH3:26])=[CH:23][CH:24]=3)[C:12]2=[N:13][CH:14]=1.